From a dataset of Full USPTO retrosynthesis dataset with 1.9M reactions from patents (1976-2016). Predict the reactants needed to synthesize the given product. Given the product [CH3:1][O:2][C:3]1[CH:4]=[CH:5][C:6]([CH2:7][N:8]2[C:12]3=[N:13][CH:14]=[CH:15][C:16]([O:17][C:25]4[CH:26]=[C:21]([Cl:20])[C:22]([N+:29]([O-:31])=[O:30])=[CH:23][C:24]=4[CH3:28])=[C:11]3[CH:10]=[N:9]2)=[CH:18][CH:19]=1, predict the reactants needed to synthesize it. The reactants are: [CH3:1][O:2][C:3]1[CH:19]=[CH:18][C:6]([CH2:7][N:8]2[C:12]3[N:13]=[CH:14][CH:15]=[C:16]([OH:17])[C:11]=3[CH:10]=[N:9]2)=[CH:5][CH:4]=1.[Cl:20][C:21]1[CH:26]=[C:25](F)[C:24]([CH3:28])=[CH:23][C:22]=1[N+:29]([O-:31])=[O:30].C(=O)([O-])[O-].[Cs+].[Cs+].